Dataset: Full USPTO retrosynthesis dataset with 1.9M reactions from patents (1976-2016). Task: Predict the reactants needed to synthesize the given product. (1) Given the product [CH3:52][C:47]1[CH:48]=[C:49]([CH3:51])[CH:50]=[C:32]([CH3:31])[C:33]=1[CH2:34][S:35][C@H:36]1[C@H:37]([O:46][C:28](=[O:27])[CH3:30])[CH2:38][CH2:39][C:53]2([O:56][CH2:2][CH2:1][O:55]2)[CH2:54]1, predict the reactants needed to synthesize it. The reactants are: [C:1]1(P(C2C=CC=CC=2)C2C=CC=CC=2)C=CC=C[CH:2]=1.N(C([O:27][CH:28]([CH3:30])C)=O)=NC([O-])=O.[CH3:31][C:32]1[CH:50]=[C:49]([CH3:51])[CH:48]=[C:47]([CH3:52])[C:33]=1[CH2:34][S:35][C@@H:36]1CC[C:39]2(OCCO2)[CH2:38][C@H:37]1[OH:46].[C:53]([OH:56])(=[O:55])[CH3:54]. (2) Given the product [Br:3][C:4]1[C:9]([CH2:10][S:11]([CH3:19])(=[NH:12])=[O:38])=[CH:8][C:7]([NH:20][C:21]2[CH:26]=[C:25]([C:27]3[CH:32]=[CH:31][C:30]([F:33])=[CH:29][C:28]=3[O:34][CH3:35])[C:24]([F:36])=[CH:23][N:22]=2)=[N:6][C:5]=1[CH3:37], predict the reactants needed to synthesize it. The reactants are: [OH-].[K+].[Br:3][C:4]1[C:5]([CH3:37])=[N:6][C:7]([NH:20][C:21]2[CH:26]=[C:25]([C:27]3[CH:32]=[CH:31][C:30]([F:33])=[CH:29][C:28]=3[O:34][CH3:35])[C:24]([F:36])=[CH:23][N:22]=2)=[CH:8][C:9]=1[CH2:10][S:11]([CH3:19])=[N:12]C(=O)C(F)(F)F.[OH:38]OS([O-])=O.[K+]. (3) The reactants are: FC(F)(F)S(O[C:7]1[CH:12]=[CH:11][C:10]([F:13])=[C:9]([NH:14][CH2:15][C:16]2([CH3:22])[CH2:21][CH2:20][O:19][CH2:18][CH2:17]2)[N:8]=1)(=O)=O.[Cl:25][C:26]1[C:27](B(O)O)=[CH:28][C:29]([F:32])=[N:30][CH:31]=1.C(=O)([O-])[O-].[Na+].[Na+]. Given the product [Cl:25][C:26]1[C:27]([C:7]2[CH:12]=[CH:11][C:10]([F:13])=[C:9]([NH:14][CH2:15][C:16]3([CH3:22])[CH2:17][CH2:18][O:19][CH2:20][CH2:21]3)[N:8]=2)=[CH:28][C:29]([F:32])=[N:30][CH:31]=1, predict the reactants needed to synthesize it. (4) Given the product [CH2:38]([O:37][CH2:36][CH2:35][O:34][C:31]1[CH:30]=[CH:29][C:28]([CH:27]2[CH2:26][CH2:25][NH:24][CH2:23][CH:22]2[O:21][CH2:20][C:9]2[C:8](=[O:7])[C:17]3[C:12]([C:11](=[O:18])[CH:10]=2)=[CH:13][CH:14]=[CH:15][CH:16]=3)=[CH:33][CH:32]=1)[CH2:39][C:40]1[CH:45]=[CH:44][CH:43]=[CH:42][CH:41]=1, predict the reactants needed to synthesize it. The reactants are: [N+]([O-])([O-])=O.[NH4+].C[O:7][C:8]1[C:17]2[C:12](=[CH:13][CH:14]=[CH:15][CH:16]=2)[C:11]([O:18]C)=[CH:10][C:9]=1[CH2:20][O:21][CH:22]1[CH:27]([C:28]2[CH:33]=[CH:32][C:31]([O:34][CH2:35][CH2:36][O:37][CH2:38][CH2:39][C:40]3[CH:45]=[CH:44][CH:43]=[CH:42][CH:41]=3)=[CH:30][CH:29]=2)[CH2:26][CH2:25][NH:24][CH2:23]1.